From a dataset of Forward reaction prediction with 1.9M reactions from USPTO patents (1976-2016). Predict the product of the given reaction. (1) Given the reactants [Br:1][C:2]1[C:10]2[C:5](=[CH:6][CH:7]=[C:8]([CH:11]=O)[CH:9]=2)[NH:4][N:3]=1.[C:13](/[CH:15]=[C:16](\[O-:18])/[CH3:17])#[N:14].[Na+], predict the reaction product. The product is: [Br:1][C:2]1[C:10]2[C:5](=[CH:6][CH:7]=[C:8](/[CH:11]=[C:15](/[C:16](=[O:18])[CH3:17])\[C:13]#[N:14])[CH:9]=2)[NH:4][N:3]=1. (2) Given the reactants [CH3:1][C@H:2]1[CH2:7][NH:6][C@@H:5]([CH3:8])[CH2:4][N:3]1[CH2:9][C:10]1[CH:15]=[CH:14][CH:13]=[CH:12][CH:11]=1.C=O.[C:18](O[BH-](OC(=O)C)OC(=O)C)(=O)C.[Na+], predict the reaction product. The product is: [CH3:18][N:6]1[CH2:7][C@H:2]([CH3:1])[N:3]([CH2:9][C:10]2[CH:15]=[CH:14][CH:13]=[CH:12][CH:11]=2)[CH2:4][C@@H:5]1[CH3:8]. (3) Given the reactants [C:1]([C:3]1[CH:4]=[C:5]([C@H:10]2[CH2:14][C:13]([F:16])([F:15])[CH2:12][N:11]2[C:17]2[CH:22]=[CH:21][N:20]3[N:23]=[CH:24][C:25]([C:26]([O:28]CC)=[O:27])=[C:19]3[CH:18]=2)[CH:6]=[C:7]([F:9])[CH:8]=1)#N.[Li+].[OH-:32].C1COCC1.C[OH:39].O, predict the reaction product. The product is: [C:1]([C:3]1[CH:4]=[C:5]([C@H:10]2[CH2:14][C:13]([F:15])([F:16])[CH2:12][N:11]2[C:17]2[CH:22]=[CH:21][N:20]3[N:23]=[CH:24][C:25]([C:26]([OH:28])=[O:27])=[C:19]3[CH:18]=2)[CH:6]=[C:7]([F:9])[CH:8]=1)([OH:39])=[O:32]. (4) The product is: [CH:20]1[C:21]2[C:25]3[CH:26]=[CH:27][CH:28]=[CH:29][C:24]=3[O:23][C:22]=2[C:17]([C:14]2[CH:13]=[CH:12][C:11]([CH:10]3[N:6]([CH2:5][C:4]([OH:38])=[O:3])[N:7]=[C:8]([C:30]4[CH:31]=[CH:32][C:33]([O:36][CH3:37])=[CH:34][CH:35]=4)[CH2:9]3)=[CH:16][CH:15]=2)=[CH:18][CH:19]=1. Given the reactants C([O:3][C:4](=[O:38])[CH2:5][N:6]1[CH:10]([C:11]2[CH:16]=[CH:15][C:14]([C:17]3[C:22]4[O:23][C:24]5[CH:29]=[CH:28][CH:27]=[CH:26][C:25]=5[C:21]=4[CH:20]=[CH:19][CH:18]=3)=[CH:13][CH:12]=2)[CH2:9][C:8]([C:30]2[CH:35]=[CH:34][C:33]([O:36][CH3:37])=[CH:32][CH:31]=2)=[N:7]1)C.[OH-].[K+].Cl, predict the reaction product. (5) Given the reactants [CH3:1][O:2][C:3]([C:5]1[C:13]2[N:12]=[C:11]([C:14](=[O:29])[NH:15][C:16]3[CH:21]=[CH:20][C:19]([N:22]4[CH2:27][CH2:26][O:25][CH2:24][C:23]4=[O:28])=[CH:18][CH:17]=3)[NH:10][C:9]=2[CH:8]=[CH:7][CH:6]=1)=[O:4].C([O-])([O-])=O.[K+].[K+].Br[CH2:37][C:38]1[CH:43]=[CH:42][CH:41]=[C:40]([O:44][CH3:45])[CH:39]=1, predict the reaction product. The product is: [CH3:1][O:2][C:3]([C:5]1[C:13]2[N:12]=[C:11]([C:14](=[O:29])[NH:15][C:16]3[CH:17]=[CH:18][C:19]([N:22]4[CH2:27][CH2:26][O:25][CH2:24][C:23]4=[O:28])=[CH:20][CH:21]=3)[N:10]([CH2:37][C:38]3[CH:43]=[CH:42][CH:41]=[C:40]([O:44][CH3:45])[CH:39]=3)[C:9]=2[CH:8]=[CH:7][CH:6]=1)=[O:4].